This data is from Forward reaction prediction with 1.9M reactions from USPTO patents (1976-2016). The task is: Predict the product of the given reaction. (1) Given the reactants Cl[C:2]1[C:11]2[C:6](=[CH:7][CH:8]=[CH:9][CH:10]=2)[N:5]=[N:4][CH:3]=1.[Cl:12][C:13]1[CH:14]=[C:15]([CH:17]=[CH:18][CH:19]=1)[NH2:16], predict the reaction product. The product is: [Cl:12][C:13]1[CH:14]=[C:15]([NH:16][C:2]2[C:11]3[C:6](=[CH:7][CH:8]=[CH:9][CH:10]=3)[N:5]=[N:4][CH:3]=2)[CH:17]=[CH:18][CH:19]=1. (2) Given the reactants [OH-:1].[K+].COC([C:7]1([C:20]2[C:29]3[C:24](=[CH:25][C:26](Cl)=[CH:27][CH:28]=3)[N:23]=[CH:22][N:21]=2)[CH2:12][CH2:11][N:10]([C:13]([O:15][C:16]([CH3:19])([CH3:18])[CH3:17])=[O:14])[CH2:9][CH2:8]1)=O.[CH3:31]O, predict the reaction product. The product is: [C:16]([O:15][C:13]([N:10]1[CH2:9][CH2:8][CH:7]([C:20]2[C:29]3[C:24](=[CH:25][C:26]([O:1][CH3:31])=[CH:27][CH:28]=3)[N:23]=[CH:22][N:21]=2)[CH2:12][CH2:11]1)=[O:14])([CH3:17])([CH3:19])[CH3:18]. (3) Given the reactants C1CCN2C(=NCCC2)CC1.[CH:12](=[O:19])[C:13]1[CH:18]=[CH:17][CH:16]=[CH:15][CH:14]=1.[F:20][C:21]1[CH:26]=[CH:25][CH:24]=[C:23]([F:27])[C:22]=1[N:28]=[O:29], predict the reaction product. The product is: [F:20][C:21]1[CH:26]=[CH:25][CH:24]=[C:23]([F:27])[C:22]=1[N:28]([OH:29])[C:12](=[O:19])[C:13]1[CH:18]=[CH:17][CH:16]=[CH:15][CH:14]=1. (4) Given the reactants OC(C(F)(F)F)=O.[OH:8][CH:9]([C:17]1[CH:26]=[CH:25][C:20]2[C:21](=[O:24])[O:22][CH2:23][C:19]=2[C:18]=1[CH3:27])[CH2:10][CH:11]1[CH2:16][CH2:15][NH:14][CH2:13][CH2:12]1.C(=O)(O)[O-].[Na+].[CH3:33][C:34]1[C:42]2[CH2:41][O:40][C:39](=[O:43])[C:38]=2[CH:37]=[CH:36][C:35]=1[C@@H:44]1[CH2:46][O:45]1, predict the reaction product. The product is: [OH:45][C@H:44]([C:35]1[CH:36]=[CH:37][C:38]2[C:39](=[O:43])[O:40][CH2:41][C:42]=2[C:34]=1[CH3:33])[CH2:46][N:14]1[CH2:13][CH2:12][CH:11]([CH2:10][CH:9]([OH:8])[C:17]2[CH:26]=[CH:25][C:20]3[C:21](=[O:24])[O:22][CH2:23][C:19]=3[C:18]=2[CH3:27])[CH2:16][CH2:15]1. (5) Given the reactants II.[CH3:3][C:4]1([CH3:19])[C:12]2[C:7](=[CH:8][C:9]([NH2:14])=[C:10]([NH2:13])[CH:11]=2)[C:6]([CH3:16])([CH3:15])[C:5]1([CH3:18])[CH3:17].[CH2:20](OC(OCC)OCC)C, predict the reaction product. The product is: [CH3:3][C:4]1([CH3:19])[C:12]2[C:7](=[CH:8][C:9]3[NH:14][CH:20]=[N:13][C:10]=3[CH:11]=2)[C:6]([CH3:16])([CH3:15])[C:5]1([CH3:18])[CH3:17]. (6) Given the reactants [CH3:1][C:2]1[CH:7]=[CH:6][C:5]([S:8][C:9]2[CH:17]=[CH:16][C:12]([C:13](N)=[O:14])=[CH:11][CH:10]=2)=[C:4]([N+:18]([O-:20])=[O:19])[CH:3]=1.B#B.CCOCC.O, predict the reaction product. The product is: [CH3:1][C:2]1[CH:7]=[CH:6][C:5]([S:8][C:9]2[CH:10]=[CH:11][C:12]([CH2:13][OH:14])=[CH:16][CH:17]=2)=[C:4]([N+:18]([O-:20])=[O:19])[CH:3]=1.